Dataset: Experimentally validated miRNA-target interactions with 360,000+ pairs, plus equal number of negative samples. Task: Binary Classification. Given a miRNA mature sequence and a target amino acid sequence, predict their likelihood of interaction. (1) The miRNA is hsa-miR-6819-3p with sequence AAGCCUCUGUCCCCACCCCAG. Result: 1 (interaction). The protein sequence of the target gene is MTAWLISLMSIEVLLLAVRHLSLHIEPEEGSLAGGTWITVIFDGLELGVLYPNNGSQLEIHLVNVNMVVPALRSVPCDVFPVFLDLPVVTCRTRSVLSEAHEGLYFLEAYFGGQLVSSPNPGPRDSCTFKFSKAQTPIVHQVYPPSGVPGKLIHVYGWIITGRLETFDFDAEYIDSPVILEAQGDKWVTPCSLINRQMGSCYPIQEDHGLGTLQCHVEGDYIGSQNVSFSVFNKGKSMVHKKAWLISAKQDLFLYQTHSEILSVFPETGSLGGRTNITITGDFFDNSAQVTIAGIPCDIR.... (2) The miRNA is cel-miR-271 with sequence UCGCCGGGUGGAAAGCAUUC. The protein sequence of the target gene is MSSRKTKSNAHAECLSQVQRILRERFCHHSPHSNLFGVQVQYKHLIELLKRTAIYGESNSVLIVGPRGSGKTTLLNHALKELMEIEVSENVIQVHLNGLLQTNEKIALKEITRQLNLDNVVEDKVFGSFAENLSFLLEALQKGDRTSSCPVIFILDEFDIFAHQKNQTLLYNLFDISQSAQTPVAVIGLTCRLDILELLEKRVKSRFSHRQIHLMNSFDFPQYLKIFKEQLSLPAEFPDKAFAERWNENVHCLSEDSTVLEVLQKHFSVNKNLQSLHMLLMLALNRVTVSHPFMTSADLM.... Result: 0 (no interaction).